This data is from Reaction yield outcomes from USPTO patents with 853,638 reactions. The task is: Predict the reaction yield, written as a fraction of the theoretical maximum amount of product (1.0 means a 100% yield; for example, 0.34 means a 34% yield). (1) The reactants are CSC.B.[N+:5]([CH2:8][C:9]1([CH2:15][C:16]#[N:17])[CH2:14][CH2:13][CH2:12][CH2:11][CH2:10]1)([O-:7])=[O:6].CO.Cl. The catalyst is C1(C)C=CC=CC=1.O1CCOCC1. The product is [N+:5]([CH2:8][C:9]1([CH2:15][CH2:16][NH2:17])[CH2:14][CH2:13][CH2:12][CH2:11][CH2:10]1)([O-:7])=[O:6]. The yield is 0.470. (2) The product is [F:1][C:2]1[CH:3]=[CH:4][C:5]([C:6]([NH:59][C:57]2[S:56][C:46]3[C:47]([CH:50]4[CH2:55][CH2:54][O:53][CH2:52][CH2:51]4)=[N:48][CH:49]=[C:44]([O:43][CH3:42])[C:45]=3[N:58]=2)=[O:8])=[CH:9][CH:10]=1. The reactants are [F:1][C:2]1[CH:10]=[CH:9][C:5]([C:6]([OH:8])=O)=[CH:4][CH:3]=1.CN(C(ON1N=NC2C=CC=NC1=2)=[N+](C)C)C.F[P-](F)(F)(F)(F)F.CN1CCOCC1.[CH3:42][O:43][C:44]1[C:45]2[N:58]=[C:57]([NH2:59])[S:56][C:46]=2[C:47]([CH:50]2[CH2:55][CH2:54][O:53][CH2:52][CH2:51]2)=[N:48][CH:49]=1. The catalyst is C1COCC1. The yield is 0.750.